Dataset: Catalyst prediction with 721,799 reactions and 888 catalyst types from USPTO. Task: Predict which catalyst facilitates the given reaction. (1) Reactant: [N:1]1([NH:7][C:8]([C:10]2[C:14]([CH3:15])=[C:13]([C:16]3[CH:21]=[CH:20][C:19]([OH:22])=[CH:18][CH:17]=3)[N:12]([C:23]3[CH:28]=[CH:27][C:26]([Cl:29])=[CH:25][C:24]=3[Cl:30])[N:11]=2)=[O:9])[CH2:6][CH2:5][CH2:4][CH2:3][CH2:2]1.C(N(CC)CC)C.[CH2:38]([S:42](Cl)(=[O:44])=[O:43])[CH2:39][CH2:40][CH3:41]. Product: [Cl:30][C:24]1[CH:25]=[C:26]([Cl:29])[CH:27]=[CH:28][C:23]=1[N:12]1[C:13]([C:16]2[CH:17]=[CH:18][C:19]([O:22][S:42]([CH2:38][CH2:39][CH2:40][CH3:41])(=[O:44])=[O:43])=[CH:20][CH:21]=2)=[C:14]([CH3:15])[C:10]([C:8](=[O:9])[NH:7][N:1]2[CH2:6][CH2:5][CH2:4][CH2:3][CH2:2]2)=[N:11]1. The catalyst class is: 4. (2) Reactant: [N+:1]([C:4]1[CH:8]=[N:7][NH:6][C:5]=1[NH2:9])([O-:3])=[O:2].CN(C)[CH:12]=[CH:13][C:14]([C:16]1[CH:17]=[C:18]([N:22]([CH2:26][CH2:27][CH3:28])[C:23](=[O:25])[CH3:24])[CH:19]=[CH:20][CH:21]=1)=O.C(OCC)(=O)C. The catalyst class is: 15. Product: [N+:1]([C:4]1[CH:8]=[N:7][N:6]2[C:14]([C:16]3[CH:17]=[C:18]([N:22]([CH2:26][CH2:27][CH3:28])[C:23](=[O:25])[CH3:24])[CH:19]=[CH:20][CH:21]=3)=[CH:13][CH:12]=[N:9][C:5]=12)([O-:3])=[O:2]. (3) Reactant: [BH-](OC(C)=O)(OC(C)=O)OC(C)=O.[Na+].C1COCC1.[CH3:20][C@H:21]1[CH2:26][CH2:25][CH2:24][C@@H:23]([CH3:27])[NH:22]1.[NH2:28][C:29]1[C:30]2[CH:46]=[C:45]([CH:47]=O)[S:44][C:31]=2[N:32]=[C:33]([C:35]2[S:36][C:37]([C:40]([CH3:43])([CH3:42])[CH3:41])=[CH:38][CH:39]=2)[N:34]=1. Product: [C:40]([C:37]1[S:36][C:35]([C:33]2[N:34]=[C:29]([NH2:28])[C:30]3[CH:46]=[C:45]([CH2:47][N:22]4[CH:23]([CH3:27])[CH2:24][CH2:25][CH2:26][CH:21]4[CH3:20])[S:44][C:31]=3[N:32]=2)=[CH:39][CH:38]=1)([CH3:43])([CH3:42])[CH3:41]. The catalyst class is: 25. (4) Reactant: O.O.[Sn](Cl)Cl.[CH2:6]([O:8][C:9]([C:11]1[N:12]([CH3:35])[C:13]([CH2:33][CH3:34])=[C:14]([C:31]#[N:32])[C:15]=1[C:16]1[CH:21]=[CH:20][C:19]([C:22]2[C:27]([N+:28]([O-])=O)=[CH:26][CH:25]=[CH:24][N:23]=2)=[CH:18][CH:17]=1)=[O:10])[CH3:7]. Product: [CH2:6]([O:8][C:9]([C:11]1[N:12]([CH3:35])[C:13]([CH2:33][CH3:34])=[C:14]([C:31]#[N:32])[C:15]=1[C:16]1[CH:17]=[CH:18][C:19]([C:22]2[C:27]([NH2:28])=[CH:26][CH:25]=[CH:24][N:23]=2)=[CH:20][CH:21]=1)=[O:10])[CH3:7]. The catalyst class is: 8. (5) Reactant: [Cl-].[NH4+:2].[C-:3]#[N:4].[Na+].[CH2:6]([O:13][C:14]1[CH:21]=[CH:20][C:17]([CH:18]=O)=[C:16]([F:22])[CH:15]=1)[C:7]1[CH:12]=[CH:11][CH:10]=[CH:9][CH:8]=1. Product: [NH2:2][CH:18]([C:17]1[CH:20]=[CH:21][C:14]([O:13][CH2:6][C:7]2[CH:12]=[CH:11][CH:10]=[CH:9][CH:8]=2)=[CH:15][C:16]=1[F:22])[C:3]#[N:4]. The catalyst class is: 547. (6) Reactant: [F:1][C:2]([F:25])([F:24])[C:3]([CH:11]1[CH2:16][CH2:15][CH2:14][N:13](C(OC(C)(C)C)=O)[CH2:12]1)([OH:10])[CH2:4][CH2:5][CH2:6][CH2:7][O:8][CH3:9]. Product: [F:25][C:2]([F:1])([F:24])[C:3]([CH:11]1[CH2:16][CH2:15][CH2:14][NH:13][CH2:12]1)([OH:10])[CH2:4][CH2:5][CH2:6][CH2:7][O:8][CH3:9]. The catalyst class is: 631.